From a dataset of Reaction yield outcomes from USPTO patents with 853,638 reactions. Predict the reaction yield, written as a fraction of the theoretical maximum amount of product (1.0 means a 100% yield; for example, 0.34 means a 34% yield). (1) The reactants are [H-].[Na+].[CH3:3][N:4]1[C:8]2[CH:9]=[CH:10][C:11]([OH:13])=[CH:12][C:7]=2[N:6]=[CH:5]1.Br[CH2:15][C:16]([O:18]CC)=[O:17].O. The catalyst is CN(C=O)C. The product is [CH3:3][N:4]1[C:8]2[CH:9]=[CH:10][C:11]([O:13][CH2:15][C:16]([OH:18])=[O:17])=[CH:12][C:7]=2[N:6]=[CH:5]1. The yield is 0.241. (2) The reactants are [C:1]([N:5]([C:26](=[O:35])[C:27]1[CH:32]=[C:31]([CH3:33])[CH:30]=[C:29]([CH3:34])[CH:28]=1)[NH:6][C:7](=[O:25])[C:8]1[CH:13]=[CH:12][C:11]([CH:14]=O)=[C:10]([B:16]2OC(C)(C)C(C)(C)[O:17]2)[CH:9]=1)([CH3:4])([CH3:3])[CH3:2].[C:36]1([NH:42][NH2:43])[CH:41]=[CH:40][CH:39]=[CH:38][CH:37]=1.C(Cl)Cl. The catalyst is CCO. The product is [C:1]([N:5]([C:26](=[O:35])[C:27]1[CH:32]=[C:31]([CH3:33])[CH:30]=[C:29]([CH3:34])[CH:28]=1)[NH:6][C:7]([C:8]1[CH:13]=[CH:12][C:11]2[CH:14]=[N:43][N:42]([C:36]3[CH:41]=[CH:40][CH:39]=[CH:38][CH:37]=3)[B:16]([OH:17])[C:10]=2[CH:9]=1)=[O:25])([CH3:4])([CH3:2])[CH3:3]. The yield is 0.565. (3) The yield is 0.920. The catalyst is C1COCC1.O. The reactants are [NH2:1][C@@H:2]([CH2:8][C:9]1[CH:14]=[CH:13][CH:12]=[CH:11][CH:10]=1)[C@H:3]([OH:7])[C:4]([OH:6])=[O:5].CCN(CC)CC.Cl[C:23]([C:25]1[C:26]([CH3:35])=[C:27]([O:31][C:32](=[O:34])[CH3:33])[CH:28]=[CH:29][CH:30]=1)=[O:24].Cl.[Na+].[Cl-]. The product is [C:32]([O:31][C:27]1[C:26]([CH3:35])=[C:25]([CH:30]=[CH:29][CH:28]=1)[C:23]([NH:1][C@@H:2]([CH2:8][C:9]1[CH:14]=[CH:13][CH:12]=[CH:11][CH:10]=1)[C@H:3]([OH:7])[C:4]([OH:6])=[O:5])=[O:24])(=[O:34])[CH3:33]. (4) The reactants are [NH2:1][C:2]1[CH:3]=[C:4]([CH:21]=[CH:22][CH:23]=1)[O:5][C:6]1[CH:7]=[CH:8][C:9]2[N:10]([CH:12]=[C:13]([NH:15][C:16]([CH:18]3[CH2:20][CH2:19]3)=[O:17])[N:14]=2)[N:11]=1.[C:24]([C:26]1([C:32]2[CH:33]=[C:34]([CH:38]=[CH:39][CH:40]=2)[C:35](O)=[O:36])[CH2:31][CH2:30][O:29][CH2:28][CH2:27]1)#[N:25].Cl.CN(C)CCCN=C=NCC.ON1C2C=CC=CC=2N=N1.C(N(CC)CC)C. The catalyst is CN(C)C=O. The product is [C:24]([C:26]1([C:32]2[CH:33]=[C:34]([CH:38]=[CH:39][CH:40]=2)[C:35]([NH:1][C:2]2[CH:23]=[CH:22][CH:21]=[C:4]([O:5][C:6]3[CH:7]=[CH:8][C:9]4[N:10]([CH:12]=[C:13]([NH:15][C:16]([CH:18]5[CH2:20][CH2:19]5)=[O:17])[N:14]=4)[N:11]=3)[CH:3]=2)=[O:36])[CH2:27][CH2:28][O:29][CH2:30][CH2:31]1)#[N:25]. The yield is 0.580. (5) The reactants are [CH3:1][O:2][C:3]1[CH:4]=[C:5](/[CH:11]=[CH:12]/[C:13]([OH:15])=O)[CH:6]=[CH:7][C:8]=1[O:9][CH3:10].[O:16]1[CH2:21][CH2:20][NH:19][C:18]2[CH:22]=[CH:23][CH:24]=[CH:25][C:17]1=2.CCN=C=NCCCN(C)C.Cl.C1C=CC2N(O)N=NC=2C=1.CCN(CC)CC. The catalyst is C(Cl)Cl.O. The product is [O:16]1[CH2:21][CH2:20][N:19]([C:13](=[O:15])/[CH:12]=[CH:11]/[C:5]2[CH:6]=[CH:7][C:8]([O:9][CH3:10])=[C:3]([O:2][CH3:1])[CH:4]=2)[C:18]2[CH:22]=[CH:23][CH:24]=[CH:25][C:17]1=2. The yield is 0.320. (6) The reactants are [CH3:1][C:2]([CH3:15])([C:5](=[O:14])[CH:6]=[CH:7][C:8]1[CH:13]=[CH:12][N:11]=[CH:10][CH:9]=1)[C:3]#[N:4].[C-]#N.[Na+].[Cl:19][C:20]1[CH:27]=[CH:26][C:23]([CH:24]=[O:25])=[CH:22][C:21]=1[O:28][CH3:29].C(=O)([O-])O.[Na+]. The catalyst is CN(C=O)C.O. The product is [Cl:19][C:20]1[CH:27]=[CH:26][C:23]([C:24](=[O:25])[CH:7]([C:8]2[CH:9]=[CH:10][N:11]=[CH:12][CH:13]=2)[CH2:6][C:5](=[O:14])[C:2]([CH3:15])([CH3:1])[C:3]#[N:4])=[CH:22][C:21]=1[O:28][CH3:29]. The yield is 0.420.